From a dataset of Full USPTO retrosynthesis dataset with 1.9M reactions from patents (1976-2016). Predict the reactants needed to synthesize the given product. (1) Given the product [CH3:1][N:2]([CH2:4][C:5]1[C:13]2[O:12][N:11]=[C:10]([CH2:14][CH2:15][CH:16]3[CH2:21][CH2:20][N:19]([CH2:34][CH:35]4[O:39][CH2:38][CH2:37][O:36]4)[CH2:18][CH2:17]3)[C:9]=2[CH:8]=[CH:7][C:6]=1[O:22][C:23]1[CH:24]=[CH:25][C:26]([C:27]#[N:28])=[CH:29][CH:30]=1)[CH3:3], predict the reactants needed to synthesize it. The reactants are: [CH3:1][N:2]([CH2:4][C:5]1[C:13]2[O:12][N:11]=[C:10]([CH2:14][CH2:15][CH:16]3[CH2:21][CH2:20][NH:19][CH2:18][CH2:17]3)[C:9]=2[CH:8]=[CH:7][C:6]=1[O:22][C:23]1[CH:30]=[CH:29][C:26]([C:27]#[N:28])=[CH:25][CH:24]=1)[CH3:3].[I-].[Na+].Br[CH2:34][CH:35]1[O:39][CH2:38][CH2:37][O:36]1.C(N(CC)C(C)C)(C)C. (2) Given the product [Cl:12][C:13]1[CH:18]=[CH:17][C:16]([C:4]2[N:3]=[C:2]([NH2:1])[C:7]([N+:8]([O-:10])=[O:9])=[CH:6][CH:5]=2)=[CH:15][CH:14]=1, predict the reactants needed to synthesize it. The reactants are: [NH2:1][C:2]1[C:7]([N+:8]([O-:10])=[O:9])=[CH:6][CH:5]=[C:4](Cl)[N:3]=1.[Cl:12][C:13]1[CH:18]=[CH:17][C:16](B(O)O)=[CH:15][CH:14]=1.C(=O)([O-])[O-].[Na+].[Na+].[Cl-].[Li+]. (3) Given the product [C:3]([O:7][C:8](=[O:21])[N:9]([CH2:10][CH2:11][O:12][C:13]1[CH:14]=[N:15][C:16]([F:20])=[CH:17][C:18]=1[I:19])[CH3:22])([CH3:6])([CH3:4])[CH3:5], predict the reactants needed to synthesize it. The reactants are: [H-].[Na+].[C:3]([O:7][C:8](=[O:21])[NH:9][CH2:10][CH2:11][O:12][C:13]1[CH:14]=[N:15][C:16]([F:20])=[CH:17][C:18]=1[I:19])([CH3:6])([CH3:5])[CH3:4].[CH3:22]I. (4) Given the product [CH2:44]([C:32]([S:46][CH2:47][CH2:48][CH2:49][CH2:50]/[CH:51]=[CH:52]\[CH2:53]/[CH:54]=[CH:55]\[CH2:56]/[CH:57]=[CH:58]\[CH2:59]/[CH:60]=[CH:61]\[CH2:62]/[CH:63]=[CH:64]\[CH2:65][CH3:66])([CH2:30][CH3:31])[C:33]([NH:35][C@@H:36]([CH2:40][CH:41]([CH3:43])[CH3:42])[C:37]([NH:77][C:75]1[CH:74]=[CH:73][C:71]([OH:72])=[C:70]([CH:76]=1)[C:69]([O:68][CH3:67])=[O:78])=[O:39])=[O:34])[CH3:45], predict the reactants needed to synthesize it. The reactants are: CN1CCOCC1.CN(C(ON1N=NC2C=CC=CC1=2)=[N+](C)C)C.[B-](F)(F)(F)F.[CH2:30]([C:32]([S:46][CH2:47][CH2:48][CH2:49][CH2:50]/[CH:51]=[CH:52]\[CH2:53]/[CH:54]=[CH:55]\[CH2:56]/[CH:57]=[CH:58]\[CH2:59]/[CH:60]=[CH:61]\[CH2:62]/[CH:63]=[CH:64]\[CH2:65][CH3:66])([CH2:44][CH3:45])[C:33]([NH:35][C@@H:36]([CH2:40][CH:41]([CH3:43])[CH3:42])[C:37]([OH:39])=O)=[O:34])[CH3:31].[CH3:67][O:68][C:69](=[O:78])[C:70]1[C:71](=[CH:73][CH:74]=[C:75]([NH2:77])[CH:76]=1)[OH:72]. (5) Given the product [N:13]1[CH:18]=[CH:17][CH:16]=[CH:15][C:14]=1[CH2:19][NH:20][C:2]1[CH:7]=[C:6]([C:8]([F:11])([F:10])[F:9])[CH:5]=[C:4]([Cl:12])[N:3]=1, predict the reactants needed to synthesize it. The reactants are: Cl[C:2]1[CH:7]=[C:6]([C:8]([F:11])([F:10])[F:9])[CH:5]=[C:4]([Cl:12])[N:3]=1.[N:13]1[CH:18]=[CH:17][CH:16]=[CH:15][C:14]=1[CH2:19][NH2:20]. (6) Given the product [CH3:1][NH:2][C@@H:3]1[CH2:8][CH2:7][CH2:6][C@H:5]([C:9]([O:11][CH2:12][CH3:13])=[O:10])[CH2:4]1, predict the reactants needed to synthesize it. The reactants are: [CH3:1][N:2](S(C1C=CC=CC=1[N+]([O-])=O)(=O)=O)[C@@H:3]1[CH2:8][CH2:7][CH2:6][C@H:5]([C:9]([O:11][CH2:12][CH3:13])=[O:10])[CH2:4]1.C(O)(=O)CS.[OH-].[Li+].C(=O)([O-])O.[Na+]. (7) The reactants are: [CH3:1][O:2][C:3]1[C:4]([NH2:18])=[CH:5][C:6]2[CH2:12][CH2:11][N:10]([CH2:13][CH2:14][O:15][CH3:16])[CH2:9][CH2:8][C:7]=2[CH:17]=1.Cl[C:20]1[N:25]=[C:24]([NH:26][C:27]2[CH:32]=[CH:31][C:30]([N:33]3[CH2:38][CH2:37][O:36][CH2:35][CH2:34]3)=[CH:29][C:28]=2[O:39][CH3:40])[C:23]([Cl:41])=[CH:22][N:21]=1.Cl.C(O)(C)C. Given the product [Cl:41][C:23]1[C:24]([NH:26][C:27]2[CH:32]=[CH:31][C:30]([N:33]3[CH2:34][CH2:35][O:36][CH2:37][CH2:38]3)=[CH:29][C:28]=2[O:39][CH3:40])=[N:25][C:20]([NH:18][C:4]2[C:3]([O:2][CH3:1])=[CH:17][C:7]3[CH2:8][CH2:9][N:10]([CH2:13][CH2:14][O:15][CH3:16])[CH2:11][CH2:12][C:6]=3[CH:5]=2)=[N:21][CH:22]=1, predict the reactants needed to synthesize it. (8) Given the product [CH3:11][O:10][CH2:9][CH:7]1[CH2:8][CH:5]([C:1]#[C:2][C:3]2[O:12][N:13]=[C:14]([CH2:15][CH2:16][C@@:17]([CH3:32])([S:28]([CH3:31])(=[O:30])=[O:29])[C:18]([O:20][CH2:21][C:22]3[CH:27]=[CH:26][CH:25]=[CH:24][CH:23]=3)=[O:19])[CH:4]=2)[CH2:6]1, predict the reactants needed to synthesize it. The reactants are: [C:1]([CH:5]1[CH2:8][CH:7]([CH2:9][O:10][CH3:11])[CH2:6]1)#[C:2][C:3]#[CH:4].[OH:12]/[N:13]=[CH:14]/[CH2:15][CH2:16][C@@:17]([CH3:32])([S:28]([CH3:31])(=[O:30])=[O:29])[C:18]([O:20][CH2:21][C:22]1[CH:27]=[CH:26][CH:25]=[CH:24][CH:23]=1)=[O:19].[O-]Cl=O.[Na+]. (9) Given the product [NH2:9][C:8]1[CH:7]=[CH:6][C:5]([C:12](=[O:14])[CH3:13])=[CH:4][C:3]=1[O:2][CH3:1], predict the reactants needed to synthesize it. The reactants are: [CH3:1][O:2][C:3]1[CH:4]=[C:5]([C:12](=[O:14])[CH3:13])[CH:6]=[CH:7][C:8]=1[N+:9]([O-])=O.Cl. (10) Given the product [C:1]([O:5][C:6]([N:8]1[CH2:13][CH2:12][CH:11]([NH:14][C:15](=[O:25])[C:16]2[CH:21]=[C:20]([O:22][CH3:23])[CH:19]=[C:18]([O:41][CH2:42][CH:43]3[CH2:47][O:46][C:45]([CH3:48])([CH3:49])[O:44]3)[CH:17]=2)[CH2:10][CH2:9]1)=[O:7])([CH3:4])([CH3:3])[CH3:2], predict the reactants needed to synthesize it. The reactants are: [C:1]([O:5][C:6]([N:8]1[CH2:13][CH2:12][CH:11]([NH:14][C:15](=[O:25])[C:16]2[CH:21]=[C:20]([O:22][CH3:23])[CH:19]=[C:18](O)[CH:17]=2)[CH2:10][CH2:9]1)=[O:7])([CH3:4])([CH3:3])[CH3:2].C(=O)([O-])[O-].[K+].[K+].C1(C)C=CC(S([O:41][CH2:42][CH:43]2[CH2:47][O:46][C:45]([CH3:49])([CH3:48])[O:44]2)(=O)=O)=CC=1.